This data is from Forward reaction prediction with 1.9M reactions from USPTO patents (1976-2016). The task is: Predict the product of the given reaction. (1) The product is: [NH2:3][CH2:12][CH:13]([NH:22][C:23]1[S:24][C:27]([C:29]2[CH:30]=[C:31]3[C:36](=[CH:37][CH:38]=2)[CH:35]=[N:34][CH:33]=[CH:32]3)=[N:26][N:25]=1)[CH2:14][C:15]1[CH:20]=[CH:19][C:18]([Cl:21])=[CH:17][CH:16]=1. Given the reactants O=C1C2C=CC=CC=2C(=O)[N:3]1[CH2:12][CH:13]([NH:22][C:23]([NH:25][NH:26][C:27]([C:29]1[CH:30]=[C:31]2[C:36](=[CH:37][CH:38]=1)[CH:35]=[N:34][CH:33]=[CH:32]2)=O)=[S:24])[CH2:14][C:15]1[CH:20]=[CH:19][C:18]([Cl:21])=[CH:17][CH:16]=1.Cl.NC(CC1C=CC(Cl)=CC=1)CN1C(=O)C2C=CC=CC=2C1=O, predict the reaction product. (2) Given the reactants Cl.Cl.[CH2:3]([C:5]1[N:9]([C:10]2[N:18]=[C:17]3[C:13]([N:14]=[C:15]([C:20]4([O:26][CH3:27])[CH2:25][CH2:24][CH2:23][NH:22][CH2:21]4)[N:16]3[CH3:19])=[C:12]([N:28]3[CH2:33][CH2:32][O:31][CH2:30][CH2:29]3)[N:11]=2)[C:8]2[CH:34]=[CH:35][CH:36]=[CH:37][C:7]=2[N:6]=1)[CH3:4].[CH3:38][C:39]1([CH3:42])[CH2:41][O:40]1.CCN(C(C)C)C(C)C, predict the reaction product. The product is: [CH2:3]([C:5]1[N:9]([C:10]2[N:18]=[C:17]3[C:13]([N:14]=[C:15]([C:20]4([O:26][CH3:27])[CH2:25][CH2:24][CH2:23][N:22]([CH2:38][C:39]([CH3:42])([OH:40])[CH3:41])[CH2:21]4)[N:16]3[CH3:19])=[C:12]([N:28]3[CH2:29][CH2:30][O:31][CH2:32][CH2:33]3)[N:11]=2)[C:8]2[CH:34]=[CH:35][CH:36]=[CH:37][C:7]=2[N:6]=1)[CH3:4]. (3) Given the reactants C[O:2][C:3](=[O:36])[CH2:4][CH2:5][NH:6][C:7]([C:9]1[S:10][C:11]([CH:14]([O:17][C:18]2[CH:23]=[C:22]([CH3:24])[C:21]([C:25]3[CH:30]=[CH:29][C:28]([C:31]([CH3:34])([CH3:33])[CH3:32])=[CH:27][CH:26]=3)=[C:20]([CH3:35])[CH:19]=2)[CH2:15][CH3:16])=[CH:12][CH:13]=1)=[O:8].[OH-].[Na+].Cl, predict the reaction product. The product is: [C:31]([C:28]1[CH:29]=[CH:30][C:25]([C:21]2[C:20]([CH3:35])=[CH:19][C:18]([O:17][CH:14]([C:11]3[S:10][C:9]([C:7]([NH:6][CH2:5][CH2:4][C:3]([OH:36])=[O:2])=[O:8])=[CH:13][CH:12]=3)[CH2:15][CH3:16])=[CH:23][C:22]=2[CH3:24])=[CH:26][CH:27]=1)([CH3:34])([CH3:32])[CH3:33]. (4) Given the reactants [Cl:1][C:2]1[C:6]([CH2:7][O:8][C:9]2[CH:14]=[CH:13][C:12]([CH2:15][CH2:16][C:17]([O:19]CC)=[O:18])=[C:11]([CH3:22])[C:10]=2[CH3:23])=[C:5]([C:24]2[CH:29]=[CH:28][CH:27]=[CH:26][CH:25]=2)[S:4][N:3]=1.[Li+].[OH-], predict the reaction product. The product is: [Cl:1][C:2]1[C:6]([CH2:7][O:8][C:9]2[CH:14]=[CH:13][C:12]([CH2:15][CH2:16][C:17]([OH:19])=[O:18])=[C:11]([CH3:22])[C:10]=2[CH3:23])=[C:5]([C:24]2[CH:25]=[CH:26][CH:27]=[CH:28][CH:29]=2)[S:4][N:3]=1.